The task is: Predict the product of the given reaction.. This data is from Forward reaction prediction with 1.9M reactions from USPTO patents (1976-2016). (1) Given the reactants [Cl:1][C:2]1[CH:7]=[CH:6][C:5]([C:8]2[O:12][N:11]=[CH:10][C:9]=2[CH2:13]O)=[CH:4][C:3]=1[CH3:15].O1CCCC1.S(Cl)([Cl:23])=O, predict the reaction product. The product is: [Cl:23][CH2:13][C:9]1[CH:10]=[N:11][O:12][C:8]=1[C:5]1[CH:6]=[CH:7][C:2]([Cl:1])=[C:3]([CH3:15])[CH:4]=1. (2) Given the reactants [O:1]=[S:2]1(=[O:18])[CH2:6][CH2:5][CH2:4][N:3]1[CH2:7][CH2:8][C:9]1[CH:17]=[CH:16][C:12]([C:13]([OH:15])=O)=[CH:11][CH:10]=1.[CH:19]1([C:22]2[CH:23]=[C:24]([CH3:34])[C:25]([N:28]3[CH2:33][CH2:32][NH:31][CH2:30][CH2:29]3)=[N:26][CH:27]=2)[CH2:21][CH2:20]1, predict the reaction product. The product is: [CH:19]1([C:22]2[CH:23]=[C:24]([CH3:34])[C:25]([N:28]3[CH2:29][CH2:30][N:31]([C:13]([C:12]4[CH:11]=[CH:10][C:9]([CH2:8][CH2:7][N:3]5[CH2:4][CH2:5][CH2:6][S:2]5(=[O:1])=[O:18])=[CH:17][CH:16]=4)=[O:15])[CH2:32][CH2:33]3)=[N:26][CH:27]=2)[CH2:21][CH2:20]1. (3) Given the reactants [C:1]1(=[O:8])[O:7][C:5](=[O:6])[CH2:4][CH2:3][CH2:2]1.[NH2:9][C:10]1[CH:15]=[CH:14][C:13]([N:16]2[CH2:21][CH2:20][N:19]([C:22]3([C:31]4[CH:36]=[CH:35][C:34]([C:37]5[CH:42]=[CH:41][CH:40]=[CH:39][CH:38]=5)=[CH:33][CH:32]=4)[C:27](=[O:28])[NH:26][C:25](=[O:29])[NH:24][C:23]3=[O:30])[CH2:18][CH2:17]2)=[CH:12][CH:11]=1, predict the reaction product. The product is: [C:34]1([C:37]2[CH:42]=[CH:41][CH:40]=[CH:39][CH:38]=2)[CH:35]=[CH:36][C:31]([C:22]2([N:19]3[CH2:18][CH2:17][N:16]([C:13]4[CH:14]=[CH:15][C:10]([NH:9][C:5]([CH2:4][CH2:3][CH2:2][C:1]([OH:7])=[O:8])=[O:6])=[CH:11][CH:12]=4)[CH2:21][CH2:20]3)[C:27](=[O:28])[NH:26][C:25](=[O:29])[NH:24][C:23]2=[O:30])=[CH:32][CH:33]=1. (4) Given the reactants [H-].[Na+].Cl[C:4]1[S:5][C:6]([C:14]2[CH:19]=[CH:18][CH:17]=[CH:16][CH:15]=2)=[C:7]([C:9]([O:11][CH2:12]C)=[O:10])[N:8]=1.[OH2:20].[CH3:21]O, predict the reaction product. The product is: [CH3:21][O:20][C:4]1[S:5][C:6]([C:14]2[CH:19]=[CH:18][CH:17]=[CH:16][CH:15]=2)=[C:7]([C:9]([O:11][CH3:12])=[O:10])[N:8]=1. (5) Given the reactants [NH2:1][CH:2]([C:5]1[C:6](=[O:16])[NH:7][C:8]([CH:11]2[CH2:15][CH2:14][CH2:13][CH2:12]2)=[N:9][N:10]=1)[CH2:3][CH3:4].[CH3:17][CH:18]1[CH2:20][CH:19]1[C:21](Cl)=[O:22], predict the reaction product. The product is: [CH:11]1([C:8]2[NH:7][C:6](=[O:16])[C:5]([CH:2]([NH:1][C:21]([CH:19]3[CH2:20][CH:18]3[CH3:17])=[O:22])[CH2:3][CH3:4])=[N:10][N:9]=2)[CH2:15][CH2:14][CH2:13][CH2:12]1.